Dataset: Experimentally validated miRNA-target interactions with 360,000+ pairs, plus equal number of negative samples. Task: Binary Classification. Given a miRNA mature sequence and a target amino acid sequence, predict their likelihood of interaction. (1) The miRNA is dme-miR-79-3p with sequence UAAAGCUAGAUUACCAAAGCAU. The protein sequence of the target gene is MLQDKGLSESEEAFRAPGPALGEASAANAPEPALAAPGLSGAALGSPPGPGADVVAAAAAEQTIENIKVGLHEKELWKKFHEAGTEMIITKAGRRMFPSYKVKVTGMNPKTKYILLIDIVPADDHRYKFCDNKWMVAGKAEPAMPGRLYVHPDSPATGAHWMRQLVSFQKLKLTNNHLDPFGHIILNSMHKYQPRLHIVKADENNAFGSKNTAFCTHVFPETSFISVTSYQNHKITQLKIENNPFAKGFRGSDDSDLRVARLQSKEYPVISKSIMRQRLISPQLSATPDVGPLLGTHQAL.... Result: 0 (no interaction). (2) The miRNA is mmu-miR-410-3p with sequence AAUAUAACACAGAUGGCCUGU. The protein sequence of the target gene is MSVCTLSVPVSSISPGRRCSTFGDAGILGCVSINSNTDEDDVVEGKMVAEGANKETKLPAKKKRKKGLRIKGKRRRKKLILAKKFSKDLGSGRPVADAPASLASGAPEQDEESLFEGNIEKQIYLPSTRAKTSIVWHFFHVDPQYTWRAICNLCEKSVSRGKPGSHLGTSTLQRHLQARHSPHWTRANKFGVTNGEEDFTLDLSLSPPSPGSNGSFEYIPTDSVDENRMGKKRDKSASDALRAKRGRFLIKSNIVKHALIPGTRAKTSAVWNFFYTDPQHISRAVCNICKRSVSRGRPGS.... Result: 1 (interaction). (3) The protein sequence of the target gene is MPSLLLLFTAALLSSWAQLLTDANSWWSLALNPVQRPEMFIIGAQPVCSQLPGLSPGQRKLCQLYQEHMAYIGEGAKTGIKECQHQFRQRRWNCSTADNASVFGRVMQIGSRETAFTHAVSAAGVVNAISRACREGELSTCGCSRTARPKDLPRDWLWGGCGDNVEYGYRFAKEFVDAREREKNFAKGSEEQGRVLMNLQNNEAGRRAVYKMADVACKCHGVSGSCSLKTCWLQLAEFRKVGDRLKEKYDSAAAMRVTRKGRLELVNSRFTQPTPEDLVYVDPSPDYCLRNESTGSLGTQ.... The miRNA is hsa-miR-4442 with sequence GCCGGACAAGAGGGAGG. Result: 0 (no interaction). (4) The protein sequence of the target gene is MPRPRLLAALCGALLCAPSLLVALDICSKNPCHNGGLCEEISQEVRGDVFPSYTCTCLKGYAGNHCETKCVEPLGLENGNIANSQIAASSVRVTFLGLQHWVPELARLNRAGMVNAWTPSSNDDNPWIQVNLLRRMWVTGVVTQGASRLASHEYLKAFKVAYSLNGHEFDFIHDVNKKHKEFVGNWNKNAVHVNLFETPVEAQYVRLYPTSCHTACTLRFELLGCELNGCANPLGLKNNSIPDKQITASSSYKTWGLHLFSWNPSYARLDKQGNFNAWVAGSYGNDQWLQVDLGSSKEVT.... The miRNA is hsa-miR-4688 with sequence UAGGGGCAGCAGAGGACCUGGG. Result: 1 (interaction). (5) The protein sequence of the target gene is MKEVDNLDSIKEEWACETGPPDSQPLNDNQQKDCEYFVDSLFEEAGKAGAKCLSPTEQKKQVDVNIKLWKNGFTVNDDFRSYSDGASQQFLNSIKKGELPSELWGIFDKEEVDVKVEDKKNEVCMSTKPVFQPFSGQGHRLGSATPRIVSKAKSVEVDNKSTLSAVSLNNLEPITRIQIWLANGERTVQRFNVSHRVSHIKDFIEKYQGSQRSPPFALATALPFLRFLDETLTLEEADLKNAVIIQRLQKTAEPFRKL. The miRNA is mmu-miR-1896 with sequence CUCUCUGAUGGUGGGUGAGGAG. Result: 1 (interaction). (6) The miRNA is hsa-miR-4325 with sequence UUGCACUUGUCUCAGUGA. The protein sequence of the target gene is MGCMKSKQTFPFPTIYEGEKQHESEEPFMPEERCLPRMASPVNVKEEVKEPPGTNTVILEYAHRLSQDILCDALQQWACNNIKYHDIPYIESEGP. Result: 0 (no interaction). (7) The miRNA is hsa-miR-500b-5p with sequence AAUCCUUGCUACCUGGGU. The protein sequence of the target gene is MDDDAAPRVEGVPVAVHKHALHDGLRQVAGPGAAAAHLPRWPPPQLAASRREAPPLSQRPHRTQGAGSPPETNEKLTNPQVKEK. Result: 0 (no interaction).